This data is from Catalyst prediction with 721,799 reactions and 888 catalyst types from USPTO. The task is: Predict which catalyst facilitates the given reaction. Reactant: [Br:1][C:2]1[CH:7]=[CH:6][C:5]([C:8]2([C:13]#[N:14])[CH2:10][CH:9]2[CH2:11][OH:12])=[CH:4][CH:3]=1.B(F)(F)F.CCOCC. Product: [NH2:14][CH2:13][C:8]1([C:5]2[CH:6]=[CH:7][C:2]([Br:1])=[CH:3][CH:4]=2)[CH2:10][CH:9]1[CH2:11][OH:12]. The catalyst class is: 1.